This data is from Forward reaction prediction with 1.9M reactions from USPTO patents (1976-2016). The task is: Predict the product of the given reaction. Given the reactants [F:1][C:2]([F:12])([C:6]1[CH:11]=[CH:10][CH:9]=[CH:8][CH:7]=1)[C:3](O)=[O:4].C(Cl)(=O)C([Cl:16])=O.CN(C)C=O, predict the reaction product. The product is: [F:1][C:2]([F:12])([C:6]1[CH:11]=[CH:10][CH:9]=[CH:8][CH:7]=1)[C:3]([Cl:16])=[O:4].